This data is from Reaction yield outcomes from USPTO patents with 853,638 reactions. The task is: Predict the reaction yield, written as a fraction of the theoretical maximum amount of product (1.0 means a 100% yield; for example, 0.34 means a 34% yield). (1) The reactants are Br[C:2]1[N:7]=[C:6]([NH:8][C@H:9]([C:11]2[C:12](=[O:22])[NH:13][C:14]3[C:19]([CH:20]=2)=[CH:18][C:17]([Cl:21])=[CH:16][CH:15]=3)[CH3:10])[CH:5]=[CH:4][CH:3]=1.[CH2:23]1[CH2:29][S:26](=[O:28])(=[O:27])[NH:25][CH2:24]1.P([O-])([O-])([O-])=O.[K+].[K+].[K+].[C@@H]1(N)CCCC[C@H]1N. The catalyst is O1CCOCC1.CO.C(Cl)Cl.[Cu]I. The product is [Cl:21][C:17]1[CH:18]=[C:19]2[C:14](=[CH:15][CH:16]=1)[NH:13][C:12](=[O:22])[C:11]([C@@H:9]([NH:8][C:6]1[CH:5]=[CH:4][CH:3]=[C:2]([N:25]3[CH2:24][CH2:23][CH2:29][S:26]3(=[O:28])=[O:27])[N:7]=1)[CH3:10])=[CH:20]2. The yield is 0.575. (2) The reactants are FC(F)(F)C(O)=O.[CH2:8]([N:10]([CH:21]1[CH2:26][CH2:25][NH:24][CH2:23][CH2:22]1)[C:11](=[O:20])[O:12][CH2:13][C:14]1[CH:19]=[CH:18][CH:17]=[CH:16][CH:15]=1)[CH3:9].Cl[C:28]1[CH:33]=[C:32]([CH3:34])[N:31]=[C:30]([CH3:35])[N:29]=1.C([O-])([O-])=O.[K+].[K+]. The catalyst is CC(C)=O. The product is [CH3:35][C:30]1[N:29]=[C:28]([N:24]2[CH2:25][CH2:26][CH:21]([N:10]([CH2:8][CH3:9])[C:11](=[O:20])[O:12][CH2:13][C:14]3[CH:19]=[CH:18][CH:17]=[CH:16][CH:15]=3)[CH2:22][CH2:23]2)[CH:33]=[C:32]([CH3:34])[N:31]=1. The yield is 0.630. (3) The product is [CH2:44]([O:51][NH:52][C@H:2]1[CH2:7][N:6]([C:8](=[O:13])[C:9]([F:12])([F:11])[F:10])[C@H:5]([C:14]([O:16][C:17]([CH3:20])([CH3:19])[CH3:18])=[O:15])[CH2:4][CH2:3]1)[C:45]1[CH:50]=[CH:49][CH:48]=[CH:47][CH:46]=1. The reactants are O[C@@H:2]1[CH2:7][N:6]([C:8](=[O:13])[C:9]([F:12])([F:11])[F:10])[C@H:5]([C:14]([O:16][C:17]([CH3:20])([CH3:19])[CH3:18])=[O:15])[CH2:4][CH2:3]1.N1C(C)=CC=CC=1C.FC(F)(F)S(OS(C(F)(F)F)(=O)=O)(=O)=O.[CH2:44]([O:51][NH2:52])[C:45]1[CH:50]=[CH:49][CH:48]=[CH:47][CH:46]=1. The catalyst is C(#N)C. The yield is 0.850. (4) The reactants are C([O:3][C:4]([C:6]1([CH2:13][NH2:14])[CH2:8][CH:7]1[CH2:9][CH:10]([CH3:12])[CH3:11])=[O:5])C.[ClH:15]. No catalyst specified. The product is [ClH:15].[NH2:14][CH2:13][C:6]1([C:4]([OH:5])=[O:3])[CH2:8][CH:7]1[CH2:9][CH:10]([CH3:12])[CH3:11]. The yield is 1.00. (5) The reactants are [OH:1][CH2:2][CH:3]([C:16]1[S:17][CH:18]=[CH:19][CH:20]=1)[C:4]([O:6][CH2:7][C:8]1[CH:13]=[CH:12][C:11]([O:14][CH3:15])=[CH:10][CH:9]=1)=[O:5].N1C=CC=CC=1.[C:27](OC(=O)C)(=[O:29])[CH3:28]. The catalyst is ClCCl.C(Cl)(Cl)Cl. The product is [C:27]([O:1][CH2:2][CH:3]([C:16]1[S:17][CH:18]=[CH:19][CH:20]=1)[C:4]([O:6][CH2:7][C:8]1[CH:13]=[CH:12][C:11]([O:14][CH3:15])=[CH:10][CH:9]=1)=[O:5])(=[O:29])[CH3:28]. The yield is 0.770. (6) The reactants are [CH2:1]([O:3][C:4]([CH:6]1[CH:10]([C:11]([O:13][CH2:14][CH3:15])=[O:12])[CH2:9][NH:8][CH2:7]1)=[O:5])[CH3:2].N1C=CC=CC=1.[CH3:22][S:23](Cl)(=[O:25])=[O:24]. The catalyst is ClCCl. The product is [CH2:14]([O:13][C:11]([CH:10]1[CH:6]([C:4]([O:3][CH2:1][CH3:2])=[O:5])[CH2:7][N:8]([S:23]([CH3:22])(=[O:25])=[O:24])[CH2:9]1)=[O:12])[CH3:15]. The yield is 0.420.